This data is from Forward reaction prediction with 1.9M reactions from USPTO patents (1976-2016). The task is: Predict the product of the given reaction. (1) Given the reactants [CH3:1][C:2]1[CH:10]=[C:9]([O:11][Si](C)(C)C)[CH:8]=[C:7]([CH3:16])[C:3]=1[C:4](Cl)=[O:5].C([O:19][P:20](C1C=CC=CC=1)C1C=CC=CC=1)C.CCCC[N+](CCCC)(CCCC)CCCC.[F-], predict the reaction product. The product is: [CH3:1][C:2]1[CH:10]=[C:9]([OH:11])[CH:8]=[C:7]([CH3:16])[C:3]=1[C:4]([PH2:20]=[O:19])=[O:5]. (2) The product is: [CH:33]([C:25]1[CH:26]=[C:27]([CH:31]=[CH:32][C:24]=1[O:23][CH2:16][C:17]1[CH:18]=[CH:19][CH:20]=[CH:21][CH:22]=1)[C:28]([N:11]1[C:12]2[C:8](=[C:7]([N+:13]([O-:15])=[O:14])[CH:6]=[CH:5][C:4]=2[CH3:3])[CH:9]=[CH:10]1)=[O:29])([CH3:35])[CH3:34]. Given the reactants [H-].[Na+].[CH3:3][C:4]1[CH:5]=[CH:6][C:7]([N+:13]([O-:15])=[O:14])=[C:8]2[C:12]=1[NH:11][CH:10]=[CH:9]2.[CH2:16]([O:23][C:24]1[CH:32]=[CH:31][C:27]([C:28](Cl)=[O:29])=[CH:26][C:25]=1[CH:33]([CH3:35])[CH3:34])[C:17]1[CH:22]=[CH:21][CH:20]=[CH:19][CH:18]=1, predict the reaction product. (3) Given the reactants [CH2:1]([C:5]1[N:6]([CH2:26][C:27]2[CH:32]=[CH:31][C:30]([C:33]3[CH:38]=[CH:37][CH:36]=[CH:35][C:34]=3[C:39]3[NH:43][N:42]=[N:41][N:40]=3)=[CH:29][CH:28]=2)[C:7]([C:11]([NH:13][C@@H:14]([CH2:19][C:20]2[CH:25]=[CH:24][CH:23]=[CH:22][CH:21]=2)[C:15]([O:17]C)=[O:16])=[O:12])=[C:8]([Cl:10])[N:9]=1)[CH2:2][CH2:3][CH3:4].[OH-].[Li+], predict the reaction product. The product is: [CH2:1]([C:5]1[N:6]([CH2:26][C:27]2[CH:28]=[CH:29][C:30]([C:33]3[CH:38]=[CH:37][CH:36]=[CH:35][C:34]=3[C:39]3[NH:43][N:42]=[N:41][N:40]=3)=[CH:31][CH:32]=2)[C:7]([C:11]([NH:13][C@@H:14]([CH2:19][C:20]2[CH:21]=[CH:22][CH:23]=[CH:24][CH:25]=2)[C:15]([OH:17])=[O:16])=[O:12])=[C:8]([Cl:10])[N:9]=1)[CH2:2][CH2:3][CH3:4].